This data is from Full USPTO retrosynthesis dataset with 1.9M reactions from patents (1976-2016). The task is: Predict the reactants needed to synthesize the given product. (1) The reactants are: [Cl:1][C:2]1[CH:7]=[C:6]([N+:8]([O-])=O)[CH:5]=[CH:4][C:3]=1[CH2:11][C:12]#[N:13]. Given the product [NH2:8][C:6]1[CH:5]=[CH:4][C:3]([CH2:11][C:12]#[N:13])=[C:2]([Cl:1])[CH:7]=1, predict the reactants needed to synthesize it. (2) Given the product [C:15]([N:18]1[CH2:23][CH2:22][N:21]([CH2:24][CH2:25][CH2:26][O:27][C:28]2[CH:29]=[CH:30][C:31]([C:34]3[CH2:35][CH2:36][N:8]([C:9]([O:11][CH2:12][C:14]4[CH:70]=[CH:71][CH:66]=[CH:67][CH:68]=4)=[O:10])[CH2:38][CH:39]=3)=[CH:32][CH:33]=2)[CH2:20][CH2:19]1)(=[O:17])[CH3:16], predict the reactants needed to synthesize it. The reactants are: [CH3:14][CH:12]([O:11][C:9](/[N:8]=[N:8]/[C:9]([O:11][CH:12]([CH3:14])C)=[O:10])=[O:10])C.[C:15]([N:18]1[CH2:23][CH2:22][N:21]([CH2:24][CH2:25][CH2:26][O:27][C:28]2[CH:33]=[CH:32][C:31]([CH:34]3[CH2:39][CH2:38]N(C4CCC5N(C(C(F)(F)F)=NN=5)N=4)[CH2:36][CH2:35]3)=[CH:30][CH:29]=2)[CH2:20][CH2:19]1)(=[O:17])[CH3:16].C(N1CCN(CCCO)CC1)(=O)C.[C:66]1(P([C:66]2[CH:71]=[CH:70]C=[CH:68][CH:67]=2)[C:66]2[CH:71]=[CH:70]C=[CH:68][CH:67]=2)[CH:71]=[CH:70]C=[CH:68][CH:67]=1. (3) Given the product [F:1][C:2]1[CH:10]=[C:9]2[C:5]([C:6]([C:20]3[CH:21]=[N:22][N:23]([CH2:25][CH:26]4[CH2:31][N:73]([C:75]([O:77][C:78]([CH3:81])([CH3:80])[CH3:79])=[O:76])[CH2:72]4)[CH:24]=3)=[CH:7][N:8]2[S:11]([C:14]2[CH:15]=[CH:16][CH:17]=[CH:18][CH:19]=2)(=[O:13])=[O:12])=[CH:4][CH:3]=1, predict the reactants needed to synthesize it. The reactants are: [F:1][C:2]1[CH:10]=[C:9]2[C:5]([C:6]([C:20]3[CH:21]=[N:22][N:23]([CH2:25][CH:26]4[CH2:31]CN(C(OC(C)(C)C)=O)CC4)[CH:24]=3)=[CH:7][N:8]2[S:11]([C:14]2[CH:19]=[CH:18][CH:17]=[CH:16][CH:15]=2)(=[O:13])=[O:12])=[CH:4][CH:3]=1.Cl.FC1C=C2C(=CC=1F)N(S(C1C=CC=CC=1)(=O)=O)C=C2C1C=NNC=1.CS(OCC1C[N:73]([C:75]([O:77][C:78]([CH3:81])([CH3:80])[CH3:79])=[O:76])[CH2:72]1)(=O)=O. (4) Given the product [CH:26]1([C:24]2[NH:23][N:22]=[C:21]([NH:20][C:2]3[CH:7]=[C:6]([CH3:8])[N:5]=[C:4]([N:9]4[CH2:13][CH2:12][CH2:11][CH:10]4[C:14]4[O:18][N:17]=[C:16]([CH3:19])[CH:15]=4)[N:3]=3)[CH:25]=2)[CH2:28][CH2:27]1, predict the reactants needed to synthesize it. The reactants are: O[C:2]1[CH:7]=[C:6]([CH3:8])[N:5]=[C:4]([N:9]2[CH2:13][CH2:12][CH2:11][CH:10]2[C:14]2[O:18][N:17]=[C:16]([CH3:19])[CH:15]=2)[N:3]=1.[NH2:20][C:21]1[CH:25]=[C:24]([CH:26]2[CH2:28][CH2:27]2)[NH:23][N:22]=1. (5) Given the product [CH2:1]([O:8][C:9]1[CH:14]=[C:13]2[C:12](=[CH:11][C:10]=1[F:21])[NH:18][CH:16]=[CH:15]2)[C:2]1[CH:7]=[CH:6][CH:5]=[CH:4][CH:3]=1, predict the reactants needed to synthesize it. The reactants are: [CH2:1]([O:8][C:9]1[C:10]([F:21])=[CH:11][C:12]([N+:18]([O-])=O)=[C:13]([CH2:15][C:16]#N)[CH:14]=1)[C:2]1[CH:7]=[CH:6][CH:5]=[CH:4][CH:3]=1. (6) Given the product [CH3:7][O:8][C:9](=[O:25])[C:10]([O:23][CH3:24])=[CH:11][C:12]1[CH:17]=[CH:16][C:15]([O:18][CH2:27][CH2:28][CH2:29][O:30][C:31]2[CH:36]=[CH:35][C:34]([C:37]3[CH:42]=[CH:41][CH:40]=[CH:39][CH:38]=3)=[CH:33][CH:32]=2)=[C:14]([CH2:19][F:22])[CH:13]=1, predict the reactants needed to synthesize it. The reactants are: CC(C)([O-])C.[K+].[CH3:7][O:8][C:9](=[O:25])[C:10]([O:23][CH3:24])=[CH:11][C:12]1[CH:17]=[CH:16][C:15]([OH:18])=[C:14]([C:19]([F:22])(F)F)[CH:13]=1.Br[CH2:27][CH2:28][CH2:29][O:30][C:31]1[CH:36]=[CH:35][C:34]([C:37]2[CH:42]=[CH:41][CH:40]=[CH:39][CH:38]=2)=[CH:33][CH:32]=1. (7) Given the product [Br:15][C:16]1[C:17]([NH:1][C@H:2]2[CH2:6][CH2:5][CH2:4][C@@H:3]2[NH:7][C:8](=[O:14])[O:9][C:10]([CH3:11])([CH3:13])[CH3:12])=[N:18][CH:19]=[C:20]([C:22]([F:24])([F:23])[F:25])[CH:21]=1, predict the reactants needed to synthesize it. The reactants are: [NH2:1][C@H:2]1[CH2:6][CH2:5][CH2:4][C@@H:3]1[NH:7][C:8](=[O:14])[O:9][C:10]([CH3:13])([CH3:12])[CH3:11].[Br:15][C:16]1[C:17](Cl)=[N:18][CH:19]=[C:20]([C:22]([F:25])([F:24])[F:23])[CH:21]=1.CCN(C(C)C)C(C)C. (8) Given the product [CH2:27]([O:1][CH:2]([C:8]1[C:16]2[C:11](=[CH:12][CH:13]=[CH:14][CH:15]=2)[N:10]([CH3:17])[C:9]=1[C:18]1[CH:19]=[CH:20][CH:21]=[CH:22][CH:23]=1)[C:3]([OH:5])=[O:4])[CH3:28], predict the reactants needed to synthesize it. The reactants are: [OH:1][CH:2]([C:8]1[C:16]2[C:11](=[CH:12][CH:13]=[CH:14][CH:15]=2)[N:10]([CH3:17])[C:9]=1[C:18]1[CH:23]=[CH:22][CH:21]=[CH:20][CH:19]=1)[C:3]([O:5]CC)=[O:4].[OH-].[K+].O1CC[CH2:28][CH2:27]1.CO.